This data is from Catalyst prediction with 721,799 reactions and 888 catalyst types from USPTO. The task is: Predict which catalyst facilitates the given reaction. (1) Reactant: Cl[C:2]1[CH:7]=[C:6]([C:8]#[N:9])[CH:5]=[C:4]([Cl:10])[N:3]=1.[NH:11]1[CH2:15][CH2:14][CH2:13][CH2:12]1. Product: [Cl:10][C:4]1[CH:5]=[C:6]([C:8]#[N:9])[CH:7]=[C:2]([N:11]2[CH2:15][CH2:14][CH2:13][CH2:12]2)[N:3]=1. The catalyst class is: 14. (2) The catalyst class is: 11. Reactant: [F:1][C:2]([F:22])([F:21])[CH2:3][O:4][C:5]1[CH:14]=[CH:13][C:12]([O:15][CH2:16][C:17]([F:20])([F:19])[F:18])=[CH:11][C:6]=1[C:7]([O:9]C)=O.[NH2:23][CH2:24][CH:25]1[CH2:30][CH2:29][CH2:28][CH2:27][NH:26]1.O. Product: [CH:13]1[C:12]([O:15][CH2:16][C:17]([F:20])([F:19])[F:18])=[CH:11][C:6]([C:7]([NH:23][CH2:24][CH:25]2[NH:26][CH2:27][CH2:28][CH2:29][CH2:30]2)=[O:9])=[C:5]([O:4][CH2:3][C:2]([F:1])([F:22])[F:21])[CH:14]=1. (3) Reactant: [CH:1]1[C:14]2[NH:13][C:12]3[C:7](=[CH:8][CH:9]=[CH:10][CH:11]=3)[Se:6][C:5]=2[CH:4]=[CH:3][CH:2]=1.BrBr.O.[Br-].[Br:19][C:20]1[CH:21]=[CH:22][C:23]2[NH:24][C:25]3[C:30]([SeH+]C=2C=1)=[CH:29][C:28](Br)=CC=3. Product: [Br-:19].[CH2:12]([N:13]([C:3]1[CH:2]=[CH:1][C:14]2[NH:13][C:12]3[C:7]([SeH+:6][C:5]=2[CH:4]=1)=[CH:8][C:9]([N:24]([CH2:23][CH2:22][CH2:21][CH3:20])[CH2:25][CH2:30][CH2:29][CH3:28])=[CH:10][CH:11]=3)[CH2:14][CH2:5][CH2:4][CH3:3])[CH2:11][CH2:10][CH3:9]. The catalyst class is: 15. (4) Reactant: Cl[C:2]1[CH:9]=[CH:8][C:7]([N+:10]([O-:12])=[O:11])=[CH:6][C:3]=1[CH:4]=[O:5].[CH2:13]([CH2:20][NH2:21])[C:14]1[CH:19]=[CH:18][CH:17]=[CH:16][CH:15]=1.C(=O)([O-])[O-].[K+].[K+]. Product: [CH2:13]([CH2:20][NH:21][C:2]1[CH:9]=[CH:8][C:7]([N+:10]([O-:12])=[O:11])=[CH:6][C:3]=1[CH:4]=[O:5])[C:14]1[CH:19]=[CH:18][CH:17]=[CH:16][CH:15]=1. The catalyst class is: 9.